Dataset: Merck oncology drug combination screen with 23,052 pairs across 39 cell lines. Task: Regression. Given two drug SMILES strings and cell line genomic features, predict the synergy score measuring deviation from expected non-interaction effect. Drug 1: O=C(O)C1(Cc2cccc(Nc3nccs3)n2)CCC(Oc2cccc(Cl)c2F)CC1. Drug 2: CCc1cnn2c(NCc3ccc[n+]([O-])c3)cc(N3CCCCC3CCO)nc12. Cell line: SKMES1. Synergy scores: synergy=-14.1.